Dataset: Forward reaction prediction with 1.9M reactions from USPTO patents (1976-2016). Task: Predict the product of the given reaction. (1) Given the reactants [CH3:1][O:2][C:3]([C:5]1([CH2:12][C:13]2[CH:18]=[CH:17][C:16]([Cl:19])=[CH:15][CH:14]=2)[CH2:9][CH2:8][CH:7]([CH3:10])[C:6]1=[O:11])=[O:4].[H-].[Na+], predict the reaction product. The product is: [CH3:1][O:2][C:3]([C:5]1([CH2:12][C:13]2[CH:14]=[CH:15][C:16]([Cl:19])=[CH:17][CH:18]=2)[CH2:9][CH2:8][C:7]([CH2:17][C:16]([Cl:19])=[CH2:15])([CH3:10])[C:6]1=[O:11])=[O:4]. (2) Given the reactants [Br:1][C:2]1[CH:3]=[C:4]([C:8]([NH:12][C:13](=[O:16])[CH2:14]Cl)([CH3:11])[CH2:9][OH:10])[CH:5]=[CH:6][CH:7]=1.CC([O-])(C)C.[K+].CO, predict the reaction product. The product is: [Br:1][C:2]1[CH:3]=[C:4]([C:8]2([CH3:11])[NH:12][C:13](=[O:16])[CH2:14][O:10][CH2:9]2)[CH:5]=[CH:6][CH:7]=1. (3) Given the reactants [F:1][C:2]([F:13])([F:12])[O:3][C:4]1[CH:5]=[C:6]([CH2:10][NH2:11])[CH:7]=[CH:8][CH:9]=1.[NH2:14][C:15]1[N:20]=[C:19]([C:21](O)=[O:22])[CH:18]=[CH:17][N:16]=1, predict the reaction product. The product is: [NH2:14][C:15]1[N:20]=[C:19]([C:21]([NH:11][CH2:10][C:6]2[CH:7]=[CH:8][CH:9]=[C:4]([O:3][C:2]([F:12])([F:13])[F:1])[CH:5]=2)=[O:22])[CH:18]=[CH:17][N:16]=1. (4) Given the reactants C(OC([N:8]1[CH2:13][CH2:12][CH:11]([C:14]2[NH:15][C:16]3[C:21]([CH:22]=2)=[CH:20][C:19]([C:23]2[CH:28]=[CH:27][C:26]([O:29][CH3:30])=[C:25]([O:31][CH3:32])[CH:24]=2)=[CH:18][CH:17]=3)[CH2:10][CH2:9]1)=O)(C)(C)C.ClCCl.Cl, predict the reaction product. The product is: [CH3:32][O:31][C:25]1[CH:24]=[C:23]([C:19]2[CH:20]=[C:21]3[C:16](=[CH:17][CH:18]=2)[NH:15][C:14]([CH:11]2[CH2:12][CH2:13][NH:8][CH2:9][CH2:10]2)=[CH:22]3)[CH:28]=[CH:27][C:26]=1[O:29][CH3:30].